Dataset: Forward reaction prediction with 1.9M reactions from USPTO patents (1976-2016). Task: Predict the product of the given reaction. (1) The product is: [Cl:18][C:17]1[C:12]([O:11][C:8]2[CH:9]=[CH:10][C:5]([O:4][C:2]([N:32]3[CH2:31][CH2:30][N:29]([CH2:28][CH:24]4[CH2:25][CH2:26][CH2:27][O:23]4)[CH2:34][CH2:33]3)=[O:3])=[CH:6][CH:7]=2)=[N:13][CH:14]=[C:15]([C:19]([F:22])([F:21])[F:20])[CH:16]=1. Given the reactants Cl[C:2]([O:4][C:5]1[CH:10]=[CH:9][C:8]([O:11][C:12]2[C:17]([Cl:18])=[CH:16][C:15]([C:19]([F:22])([F:21])[F:20])=[CH:14][N:13]=2)=[CH:7][CH:6]=1)=[O:3].[O:23]1[CH2:27][CH2:26][CH2:25][CH:24]1[CH2:28][N:29]1[CH2:34][CH2:33][NH:32][CH2:31][CH2:30]1.[K+].[Br-], predict the reaction product. (2) Given the reactants [I:1][C:2]1[CH:9]=[C:8]([Cl:10])[CH:7]=[C:4]([CH:5]=O)[C:3]=1[OH:11].[C:12](OC(=O)C)(=[O:14])[CH3:13], predict the reaction product. The product is: [Cl:10][C:8]1[CH:7]=[C:4]2[C:3](=[C:2]([I:1])[CH:9]=1)[O:11][C:12](=[O:14])[CH:13]=[CH:5]2. (3) The product is: [F:1][C:2]1[CH:19]=[CH:18][C:5]([CH:6]2[C:24]([CH3:26])([CH3:25])[CH:23]([OH:27])[C:17]3[C:8](=[CH:9][CH:10]=[C:11]([C:12]([O:14][CH3:15])=[O:13])[CH:16]=3)[NH:7]2)=[CH:4][C:3]=1[N+:20]([O-:22])=[O:21]. Given the reactants [F:1][C:2]1[CH:19]=[CH:18][C:5](/[CH:6]=[N:7]/[C:8]2[CH:17]=[CH:16][C:11]([C:12]([O:14][CH3:15])=[O:13])=[CH:10][CH:9]=2)=[CH:4][C:3]=1[N+:20]([O-:22])=[O:21].[CH:23](=[O:27])[CH:24]([CH3:26])[CH3:25].O, predict the reaction product.